From a dataset of Full USPTO retrosynthesis dataset with 1.9M reactions from patents (1976-2016). Predict the reactants needed to synthesize the given product. (1) Given the product [F:32][C:26]1[CH:27]=[CH:28][CH:29]=[C:30]([F:31])[C:25]=1[NH:24][C:22](=[O:23])[C:21]1[CH:33]=[C:17]([C:9]2[N:10]=[C:11]3[CH:16]=[CH:15][CH:14]=[CH:13][N:12]3[C:8]=2[C:6]2[CH:5]=[CH:4][N:3]=[C:2]([NH:44][C:43]3[CH:45]=[C:39]([CH3:38])[C:40]([N:48]4[CH2:53][CH2:52][CH:51]([CH2:54][CH2:55][S:56]([CH3:59])(=[O:58])=[O:57])[CH2:50][CH2:49]4)=[CH:41][C:42]=3[O:46][CH3:47])[N:7]=2)[CH:18]=[CH:19][C:20]=1[O:34][CH:35]([CH3:37])[CH3:36], predict the reactants needed to synthesize it. The reactants are: Cl[C:2]1[N:7]=[C:6]([C:8]2[N:12]3[CH:13]=[CH:14][CH:15]=[CH:16][C:11]3=[N:10][C:9]=2[C:17]2[CH:18]=[CH:19][C:20]([O:34][CH:35]([CH3:37])[CH3:36])=[C:21]([CH:33]=2)[C:22]([NH:24][C:25]2[C:30]([F:31])=[CH:29][CH:28]=[CH:27][C:26]=2[F:32])=[O:23])[CH:5]=[CH:4][N:3]=1.[CH3:38][C:39]1[C:40]([N:48]2[CH2:53][CH2:52][CH:51]([CH2:54][CH2:55][S:56]([CH3:59])(=[O:58])=[O:57])[CH2:50][CH2:49]2)=[CH:41][C:42]([O:46][CH3:47])=[C:43]([CH:45]=1)[NH2:44].Cl.C1(O)C=CC=CC=1.N1C=CN=C1.[Si](Cl)(C(C)(C)C)(C)C. (2) Given the product [N+:1]([C:4]1[C:9]2[NH:10][C:11]([C:16]3[CH:21]=[CH:20][CH:19]=[CH:18][N:17]=3)([C:23]([OH:24])=[O:26])[CH2:12][O:13][C:8]=2[CH:7]=[CH:6][CH:5]=1)([O-:3])=[O:2], predict the reactants needed to synthesize it. The reactants are: [N+:1]([C:4]1[C:9]2[NH:10][C:11]([C:16]3[CH:21]=[CH:20][CH:19]=[CH:18][N:17]=3)(C#N)[CH2:12][O:13][C:8]=2[CH:7]=[CH:6][CH:5]=1)([O-:3])=[O:2].Cl.[C:23](=[O:26])(O)[O-:24].[Na+]. (3) Given the product [N:31]1([CH2:29][C:24]2[CH:25]=[C:26]3[C:21](=[CH:22][CH:23]=2)[CH2:20][C@@H:19]([N:3]2[CH2:4][CH2:5][C:6]4[C:11](=[CH:10][CH:9]=[C:8]([O:12][CH2:13][C@@H:14]5[CH2:18][CH2:17][CH2:16][O:15]5)[CH:7]=4)[C:2]2=[O:1])[CH2:28][CH2:27]3)[CH2:35][CH2:34][CH2:33][CH2:32]1, predict the reactants needed to synthesize it. The reactants are: [O:1]=[C:2]1[C:11]2[C:6](=[CH:7][C:8]([O:12][CH2:13][C@@H:14]3[CH2:18][CH2:17][CH2:16][O:15]3)=[CH:9][CH:10]=2)[CH2:5][CH2:4][N:3]1[C@H:19]1[CH2:28][CH2:27][C:26]2[CH:25]=[C:24]([CH:29]=O)[CH:23]=[CH:22][C:21]=2[CH2:20]1.[NH:31]1[CH2:35][CH2:34][CH2:33][CH2:32]1.